Dataset: Reaction yield outcomes from USPTO patents with 853,638 reactions. Task: Predict the reaction yield, written as a fraction of the theoretical maximum amount of product (1.0 means a 100% yield; for example, 0.34 means a 34% yield). (1) The reactants are [CH3:1][O:2][C:3]([C:5]1([C:17](O)=[O:18])[CH2:14][CH2:13][C:12]2[C:7](=[C:8]([O:15][CH3:16])[CH:9]=[CH:10][CH:11]=2)[CH2:6]1)=[O:4].[CH3:20][CH2:21][N:22]([CH2:25][CH3:26])[CH2:23][CH3:24].CN(C(O[N:35]1N=N[C:37]2[CH:38]=C[CH:40]=[CH:41][C:36]1=2)=[N+](C)C)C.[B-](F)(F)(F)F. The catalyst is CN(C=O)C. The product is [CH2:21]([N:22]([CH2:25][CH3:26])[C:23]1[CH:38]=[CH:37][C:36]([NH:35][C:17]([C:5]2([C:3]([O:2][CH3:1])=[O:4])[CH2:14][CH2:13][C:12]3[C:7](=[C:8]([O:15][CH3:16])[CH:9]=[CH:10][CH:11]=3)[CH2:6]2)=[O:18])=[C:41]([CH3:40])[CH:24]=1)[CH3:20]. The yield is 0.250. (2) The catalyst is CN(C=O)C. The product is [Cl:1][C:2]1[C:3]([O:10][C:11]2[CH:16]=[CH:15][N:14]=[C:13]([C:22]3[CH:21]=[N:20][N:19]([CH3:18])[CH:23]=3)[CH:12]=2)=[CH:4][C:5]([F:9])=[C:6]([NH2:8])[CH:7]=1. The reactants are [Cl:1][C:2]1[C:3]([O:10][C:11]2[CH:16]=[CH:15][N:14]=[C:13](Cl)[CH:12]=2)=[CH:4][C:5]([F:9])=[C:6]([NH2:8])[CH:7]=1.[CH3:18][N:19]1[CH:23]=[CH:22][C:21](B2OC(C)(C)C(C)(C)O2)=[N:20]1.C(=O)([O-])[O-].[Cs+].[Cs+].O. The yield is 0.770. (3) The reactants are S(=O)(=O)(O)O.[N+:6]([C:9]1[C:10]([C:14]([OH:16])=[O:15])=[N:11][NH:12][CH:13]=1)([O-:8])=[O:7].[CH3:17]O. No catalyst specified. The product is [N+:6]([C:9]1[C:10]([C:14]([O:16][CH3:17])=[O:15])=[N:11][NH:12][CH:13]=1)([O-:8])=[O:7]. The yield is 0.860. (4) The reactants are CS(C)=O.C(Cl)(=O)C(Cl)=O.[OH:11][CH2:12][CH2:13][CH2:14][N:15]([CH3:23])[C:16](=[O:22])[O:17][C:18]([CH3:21])([CH3:20])[CH3:19].C(N(CC)CC)C. The catalyst is ClCCl.[Cl-].[Na+].O. The product is [CH3:23][N:15]([CH2:14][CH2:13][CH:12]=[O:11])[C:16](=[O:22])[O:17][C:18]([CH3:21])([CH3:19])[CH3:20]. The yield is 1.00. (5) The reactants are [F:1][C:2]1[CH:3]=[C:4]([CH:8]=[CH:9][CH:10]=1)[CH2:5][CH2:6]Br.[C-:11]#[N:12].[Na+]. The catalyst is CN(C=O)C. The product is [F:1][C:2]1[CH:3]=[C:4]([CH:8]=[CH:9][CH:10]=1)[CH2:5][CH2:6][C:11]#[N:12]. The yield is 0.870. (6) The reactants are [CH3:1][N:2]1[C:10]2[CH:9]=[CH:8][CH:7]=[CH:6][C:5]=2[C:4]2[C:11](=[O:15])[O:12][C:13](=[O:14])[C:3]1=2.[CH3:16][OH:17]. No catalyst specified. The product is [CH3:16][O:17][C:11]([C:4]1[C:5]2[C:10](=[CH:9][CH:8]=[CH:7][CH:6]=2)[N:2]([CH3:1])[C:3]=1[C:13]([OH:12])=[O:14])=[O:15]. The yield is 0.980. (7) The reactants are [H-].[Na+].[Br:3][C:4]1[CH:5]=[C:6]2[C:10](=[CH:11][CH:12]=1)[NH:9][CH:8]=[CH:7]2.[CH3:13][Si:14]([CH3:21])([CH3:20])[CH2:15][CH2:16][O:17][CH2:18]Cl.[Cl-].[NH4+]. The catalyst is O1CCCC1.CCOCC. The product is [Br:3][C:4]1[CH:5]=[C:6]2[C:10](=[CH:11][CH:12]=1)[N:9]([CH2:18][O:17][CH2:16][CH2:15][Si:14]([CH3:21])([CH3:20])[CH3:13])[CH:8]=[CH:7]2. The yield is 0.660.